From a dataset of Full USPTO retrosynthesis dataset with 1.9M reactions from patents (1976-2016). Predict the reactants needed to synthesize the given product. (1) Given the product [CH3:16][C:2]1[CH:11]=[CH:10][C:9]2[C:4](=[CH:5][CH:6]=[C:7]([CH3:15])[C:8]=2[N+:12]([O-:14])=[O:13])[N:3]=1, predict the reactants needed to synthesize it. The reactants are: Cl[C:2]1[CH:11]=[CH:10][C:9]2[C:4](=[CH:5][CH:6]=[C:7]([CH3:15])[C:8]=2[N+:12]([O-:14])=[O:13])[N:3]=1.[C:16]([O-])([O-])=O.[K+].[K+].CB1OB(C)OB(C)O1. (2) Given the product [F:15][C:16]1[CH:21]=[CH:20][C:19]([F:22])=[CH:18][C:17]=1[CH2:23][C:24]([N:26]1[C:34]2[C:29](=[CH:30][C:31]([C:2]3[C:10]4[C:5](=[N:6][CH:7]=[N:8][C:9]=4[NH2:11])[N:4]([CH:12]([CH3:14])[CH3:13])[N:3]=3)=[CH:32][CH:33]=2)[CH2:28][CH2:27]1)=[O:25], predict the reactants needed to synthesize it. The reactants are: I[C:2]1[C:10]2[C:5](=[N:6][CH:7]=[N:8][C:9]=2[NH2:11])[N:4]([CH:12]([CH3:14])[CH3:13])[N:3]=1.[F:15][C:16]1[CH:21]=[CH:20][C:19]([F:22])=[CH:18][C:17]=1[CH2:23][C:24]([N:26]1[C:34]2[C:29](=[CH:30][C:31](B3OC(C)(C)C(C)(C)O3)=[CH:32][CH:33]=2)[CH2:28][CH2:27]1)=[O:25].C(=O)(O)[O-].[Na+].O1CCOCC1. (3) The reactants are: Br[C:2]1[CH:7]=[CH:6][N:5]=[C:4]2[N:8]([CH3:13])[CH:9]=[C:10]([CH:11]=[O:12])[C:3]=12.[C:14]1([OH:20])[CH:19]=[CH:18][CH:17]=[CH:16][CH:15]=1.C1(P(C2CCCCC2)C2C=CC=CC=2C2C(C(C)C)=CC(C(C)C)=CC=2C(C)C)CCCCC1.C(=O)([O-])[O-].[K+].[K+]. Given the product [CH3:13][N:8]1[C:4]2=[N:5][CH:6]=[CH:7][C:2]([O:20][C:14]3[CH:19]=[CH:18][CH:17]=[CH:16][CH:15]=3)=[C:3]2[C:10]([CH:11]=[O:12])=[CH:9]1, predict the reactants needed to synthesize it. (4) Given the product [C:20]1([C:3]#[C:4][C:5]([O:9][C:5]2[CH:6]=[C:7]([CH3:8])[C:2]([Br:1])=[C:3]([CH3:10])[CH:4]=2)=[O:9])[CH:21]=[CH:22][CH:23]=[CH:24][CH:25]=1, predict the reactants needed to synthesize it. The reactants are: [Br:1][C:2]1[C:7]([CH3:8])=[CH:6][C:5]([OH:9])=[CH:4][C:3]=1[CH3:10].[CH2:20]1[CH2:25][CH2:24][CH:23](N=C=N[CH:20]2[CH2:25][CH2:24][CH2:23][CH2:22][CH2:21]2)[CH2:22][CH2:21]1. (5) Given the product [ClH:30].[I:23][C:19]1[CH:18]=[C:17]2[C:22](=[CH:21][CH:20]=1)[N:13]([C@@H:10]1[CH2:11][CH2:12][NH:8][CH2:9]1)[CH:14]=[C:15]([C:25]([O:27][CH2:28][CH3:29])=[O:26])[C:16]2=[O:24], predict the reactants needed to synthesize it. The reactants are: C(OC([N:8]1[CH2:12][CH2:11][C@H:10]([N:13]2[C:22]3[C:17](=[CH:18][C:19]([I:23])=[CH:20][CH:21]=3)[C:16](=[O:24])[C:15]([C:25]([O:27][CH2:28][CH3:29])=[O:26])=[CH:14]2)[CH2:9]1)=O)(C)(C)C.[ClH:30].